From a dataset of Full USPTO retrosynthesis dataset with 1.9M reactions from patents (1976-2016). Predict the reactants needed to synthesize the given product. (1) Given the product [CH2:2]([O:9][C:10]([C@H:11]1[CH2:15][CH2:14][CH2:13][N:12]1[C:26](=[O:28])[C:17]1[CH:18]=[CH:19][C:20]([C:23]([N:12]2[CH2:13][CH2:14][CH2:15][C@@H:11]2[C:10]([O:9][CH2:2][C:3]2[CH:8]=[CH:7][CH:6]=[CH:5][CH:4]=2)=[O:16])=[O:25])=[CH:21][CH:22]=1)=[O:16])[C:3]1[CH:4]=[CH:5][CH:6]=[CH:7][CH:8]=1, predict the reactants needed to synthesize it. The reactants are: Cl.[CH2:2]([O:9][C:10](=[O:16])[C@H:11]1[CH2:15][CH2:14][CH2:13][NH:12]1)[C:3]1[CH:8]=[CH:7][CH:6]=[CH:5][CH:4]=1.[C:17]1([C:26]([OH:28])=O)[CH:22]=[CH:21][C:20]([C:23]([OH:25])=O)=[CH:19][CH:18]=1. (2) Given the product [CH2:1]([O:3][C:4]1[CH:5]=[C:6]2[C:7](=[CH:8][C:9]=1[O:10][CH2:11][CH3:12])[CH:18]=[N:17][CH:14]([CH2:15][CH3:16])[CH2:13]2)[CH3:2], predict the reactants needed to synthesize it. The reactants are: [CH2:1]([O:3][C:4]1[CH:5]=[C:6]([CH2:13][CH:14]([NH:17][CH:18]=O)[CH2:15][CH3:16])[CH:7]=[CH:8][C:9]=1[O:10][CH2:11][CH3:12])[CH3:2].O=P(Cl)(Cl)Cl. (3) Given the product [Br:29][CH2:23][C:22]([C:19]1[CH:20]=[CH:21][C:16]([CH2:15][O:14][C:11]2[CH:12]=[CH:13][C:8]([C:3]3[CH:4]=[CH:5][CH:6]=[CH:7][C:2]=3[F:1])=[C:9]([C:25]([F:26])([F:27])[F:28])[CH:10]=2)=[CH:17][CH:18]=1)=[O:24], predict the reactants needed to synthesize it. The reactants are: [F:1][C:2]1[CH:7]=[CH:6][CH:5]=[CH:4][C:3]=1[C:8]1[CH:13]=[CH:12][C:11]([O:14][CH2:15][C:16]2[CH:21]=[CH:20][C:19]([C:22](=[O:24])[CH3:23])=[CH:18][CH:17]=2)=[CH:10][C:9]=1[C:25]([F:28])([F:27])[F:26].[Br:29]Br.O.C(=O)(O)[O-].[Na+].